From a dataset of Experimentally validated miRNA-target interactions with 360,000+ pairs, plus equal number of negative samples. Binary Classification. Given a miRNA mature sequence and a target amino acid sequence, predict their likelihood of interaction. (1) The miRNA is mmu-miR-466k with sequence UGUGUGUGUACAUGUACAUGUGA. The protein sequence of the target gene is MFANLKYVSLGILVFQTTSLVLTMRYSRTLKEEGPRYLSSTAVVVAELLKIMACILLVYKDSKCSLRALNRVLHDEILNKPMETLKLAIPSGIYTLQNNLLYVALSNLDAATYQVTYQLKILTTALFSVSMLSKKLGVYQWLSLVILMTGVAFVQWPSDSQLDSKELSAGSQFVGLMAVLTACFSSGFAGVYFEKILKETKQSVWIRNIQLGFFGSIFGLMGVYIYDGELVSKNGFFQGYNRLTWIVVVLQALGGLVIAAVIKYADNILKGFATSLSIILSTLISYFWLQDFVPTSVFFL.... Result: 0 (no interaction). (2) The miRNA is hsa-miR-4733-5p with sequence AAUCCCAAUGCUAGACCCGGUG. The protein sequence of the target gene is MRPTWKALSHPAWPEEKNKQILVLGLDGAGKTSVLHSLASNRVQHSVAPTQGFHAVCINTEDSQMEFLEIGGSKPFRSYWEMYLSKGLLLIFVVDSADHSRLPEAKKYLHQLIAANPVLPLVVFANKQDLEAAYHITDIHEALALSEVGNDRKMFLFGTYLTKNGSEIPSTMQDAKDLIAQLAADVQ. Result: 1 (interaction). (3) The miRNA is hsa-miR-5088-3p with sequence UCCCUUCUUCCUGGGCCCUCA. The protein sequence of the target gene is MACLMAAFSVGTAMNASSYSAEMTEPKSVCVSVDEVVSSNMEATETDLLNGHLKKVDNNLTEAQRFSSLPRRAAVNIEFRDLSYSVPEGPWWRKKGYKTLLKGISGKFNSGELVAIMGPSGAGKSTLMNILAGYRETGMKGAVLINGLPRDLRCFRKVSCYIMQDDMLLPHLTVQEAMMVSAHLKLQEKDEGRREMVKEILTALGLLSCANTRTGSLSGGQRKRLAIALELVNNPPVMFFDEPTSGLDSASCFQVVSLMKGLAQGGRSIICTIHQPSAKLFELFDQLYVLSQGQCVYRGK.... Result: 0 (no interaction). (4) The protein sequence of the target gene is MGSELETAMETLINVFHAHSGKEGDKYKLSKKELKDLLQTELSSFLDVQKDADAVDKIMKELDENGDGEVDFQEFVVLVAALTVACNNFFWENS. The miRNA is hsa-miR-296-5p with sequence AGGGCCCCCCCUCAAUCCUGU. Result: 0 (no interaction). (5) The miRNA is hsa-miR-660-3p with sequence ACCUCCUGUGUGCAUGGAUUA. The protein sequence of the target gene is MIFPVARYALRWLRRPEDRAFSRAAMEMALRGVRKVLCVAEKNDAAKGIADLLSNGRMRRREGLSKFNKIYEFDYHLYGQNVTMVMTSVSGHLLAHDFQMQFRKWQSCNPLVLFEAEIEKYCPENFVDIKKTLERETRQCQALVIWTDCDREGENIGFEIIHVCKAVKPNLQVLRARFSEITPHAVRTACENLTEPDQRVSDAVDVRQELDLRIGAAFTRFQTLRLQRIFPEVLAEQLISYGSCQFPTLGFVVERFKAIQAFVPEIFHRIKVTHDHKDGIVEFNWKRHRLFNHTACLVLY.... Result: 1 (interaction). (6) The miRNA is hsa-miR-4726-5p with sequence AGGGCCAGAGGAGCCUGGAGUGG. The protein sequence of the target gene is MGPMWRMRGGATRRGSCCGGDGAADGRGPGRSGRARGGGSPSGGGGGVGWRGRADGARQQLEERFADLAASHLEAIRARDEWDRQNARLRQENARLRLENRRLKRENRSLFRQALRLPGEGGNGTPAEARRVPEEASTNRRARDSGREDEPGSPRALRARLEKLEAMYRRALLQLHLEQRGPRPSGDKEEQPLQEPDSGLRSRDSEPSGPWL. Result: 0 (no interaction).